From a dataset of Reaction yield outcomes from USPTO patents with 853,638 reactions. Predict the reaction yield, written as a fraction of the theoretical maximum amount of product (1.0 means a 100% yield; for example, 0.34 means a 34% yield). (1) The reactants are [O:1]=[C:2]1[CH2:10][C:9]2[C:4](=[CH:5][C:6]([C:11]([OH:13])=O)=[CH:7][CH:8]=2)[NH:3]1.[NH:14]1[CH2:19][CH2:18][CH2:17][C@@H:16]2[C:20]3[CH:21]=[CH:22][CH:23]=[CH:24][C:25]=3[CH2:26][C@H:15]12.F[P-](F)(F)(F)(F)F.N1(OC(N(C)C)=[N+](C)C)C2N=CC=CC=2N=N1. No catalyst specified. The product is [N:14]1([C:11]([C:6]2[CH:5]=[C:4]3[C:9]([CH2:10][C:2](=[O:1])[NH:3]3)=[CH:8][CH:7]=2)=[O:13])[CH2:19][CH2:18][CH2:17][C@@H:16]2[C:20]3[CH:21]=[CH:22][CH:23]=[CH:24][C:25]=3[CH2:26][C@H:15]12. The yield is 0.340. (2) The reactants are S(Cl)(Cl)=O.[NH2:5][C:6]1[CH:11]=[CH:10][C:9]([CH2:12][CH2:13][C:14]([OH:16])=[O:15])=[CH:8][CH:7]=1.[CH3:17]O. No catalyst specified. The product is [NH2:5][C:6]1[CH:7]=[CH:8][C:9]([CH2:12][CH2:13][C:14]([O:16][CH3:17])=[O:15])=[CH:10][CH:11]=1. The yield is 0.970.